The task is: Predict the product of the given reaction.. This data is from Forward reaction prediction with 1.9M reactions from USPTO patents (1976-2016). Given the reactants [CH3:1][C:2]1[CH:7]=[CH:6][N+:5]([O-])=[CH:4][CH:3]=1.C[Si]([C:13]#[N:14])(C)C.CN(C)C(Cl)=O.C(=O)([O-])[O-].[K+].[K+], predict the reaction product. The product is: [C:13]([C:6]1[CH:7]=[C:2]([CH3:1])[CH:3]=[CH:4][N:5]=1)#[N:14].